This data is from Reaction yield outcomes from USPTO patents with 853,638 reactions. The task is: Predict the reaction yield, written as a fraction of the theoretical maximum amount of product (1.0 means a 100% yield; for example, 0.34 means a 34% yield). (1) The reactants are [Cl:1][C:2]1[CH:3]=[C:4]([CH:6]=[CH:7][C:8]=1[S:9][CH3:10])N.[OH:11]S(O)(=O)=O.N([O-])=O.[Na+]. The catalyst is C1COCC1.O. The product is [Cl:1][C:2]1[CH:3]=[C:4]([OH:11])[CH:6]=[CH:7][C:8]=1[S:9][CH3:10]. The yield is 0.470. (2) The reactants are F.F.F.C(N(CC)CC)C.C(N(CC)CC)C.[Si]([O:35][CH2:36][C@H:37]1[O:41][C@@H:40]([N:42]2[CH:49]=[C:48]([CH3:50])[C:46](=[O:47])[NH:45][C:43]2=[O:44])[C@H:39]([O:51][CH2:52][CH2:53][O:54][N:55]([CH3:57])[CH3:56])[C@@H:38]1[OH:58])(C(C)(C)C)(C1C=CC=CC=1)C1C=CC=CC=1.CO. The catalyst is C1COCC1.C(Cl)Cl. The product is [CH3:56][N:55]([CH3:57])[O:54][CH2:53][CH2:52][O:51][C@@H:39]1[C@H:38]([OH:58])[C@@H:37]([CH2:36][OH:35])[O:41][C@H:40]1[N:42]1[CH:49]=[C:48]([CH3:50])[C:46](=[O:47])[NH:45][C:43]1=[O:44]. The yield is 0.925. (3) The reactants are C(OC(=O)[N:7](CC1C=CC(OC)=CC=1OC)[S:8]([C:11]1[CH:16]=[CH:15][C:14]([O:17][C@H:18]2[CH2:22][CH2:21][CH2:20][C@@H:19]2[C:23]2[N:27]([CH3:28])[N:26]=[CH:25][CH:24]=2)=[CH:13][C:12]=1[F:29])(=[O:10])=[O:9])(C)(C)C.C([SiH](CC)CC)C.FC(F)(F)C(O)=O. The catalyst is ClCCl. The product is [F:29][C:12]1[CH:13]=[C:14]([O:17][C@H:18]2[CH2:22][CH2:21][CH2:20][C@@H:19]2[C:23]2[N:27]([CH3:28])[N:26]=[CH:25][CH:24]=2)[CH:15]=[CH:16][C:11]=1[S:8]([NH2:7])(=[O:9])=[O:10]. The yield is 0.990. (4) The reactants are C[O:2][C:3](=[O:13])[C:4]#[C:5][C:6]1[CH:11]=[CH:10][C:9]([CH3:12])=[CH:8][CH:7]=1.O[Li].O.O. The yield is 0.869. The product is [C:9]1([CH3:12])[CH:8]=[CH:7][C:6]([C:5]#[C:4][C:3]([OH:13])=[O:2])=[CH:11][CH:10]=1. The catalyst is CO. (5) The reactants are [C:1]1([C:7]2[C:11]3[CH2:12][NH:13][CH2:14][CH2:15][C:10]=3[NH:9][N:8]=2)[CH:6]=[CH:5][CH:4]=[CH:3][CH:2]=1.[NH2:16][C:17]1[CH:22]=[CH:21][CH:20]=[CH:19][CH:18]=1.C1N=CN([C:28](N2C=NC=C2)=[O:29])C=1.O. The catalyst is C(Cl)Cl. The product is [C:17]1([NH:16][C:28]([N:13]2[CH2:14][CH2:15][C:10]3[NH:9][N:8]=[C:7]([C:1]4[CH:2]=[CH:3][CH:4]=[CH:5][CH:6]=4)[C:11]=3[CH2:12]2)=[O:29])[CH:22]=[CH:21][CH:20]=[CH:19][CH:18]=1. The yield is 0.150. (6) The reactants are [NH2:1][CH2:2][CH2:3][CH2:4][CH2:5][CH2:6][CH2:7][CH2:8][NH2:9].[C:10](Cl)([O:12][CH2:13][C:14]1[CH:19]=[CH:18][CH:17]=[CH:16][CH:15]=1)=[O:11]. The catalyst is C(Cl)Cl.CO.C(Cl)Cl. The product is [CH2:13]([O:12][C:10](=[O:11])[NH:1][CH2:2][CH2:3][CH2:4][CH2:5][CH2:6][CH2:7][CH2:8][NH2:9])[C:14]1[CH:19]=[CH:18][CH:17]=[CH:16][CH:15]=1. The yield is 0.320. (7) The reactants are [CH3:1][C:2]1[C:3]([N+:16]([O-:18])=[O:17])=[CH:4][C:5]([N+:13]([O-:15])=[O:14])=[C:6]([CH:12]=1)[C:7]([O:9][CH2:10][CH3:11])=[O:8].C[C:20]([N:22]([CH3:24])[CH3:23])=O. The catalyst is CN(C=O)C. The product is [CH3:20][N:22]([CH3:24])/[CH:23]=[CH:1]/[C:2]1[C:3]([N+:16]([O-:18])=[O:17])=[CH:4][C:5]([N+:13]([O-:15])=[O:14])=[C:6]([CH:12]=1)[C:7]([O:9][CH2:10][CH3:11])=[O:8]. The yield is 0.280. (8) The reactants are [CH3:1][C:2]1[CH:7]=[CH:6][C:5]([N+:8]([O-])=O)=[CH:4][C:3]=1[CH:11]=[CH:12][C:13]1[CH:14]=[C:15]2[CH:21]=[C:20]([C:22](=[O:24])[CH3:23])[NH:19][C:16]2=[N:17][CH:18]=1.[H][H]. The catalyst is CN(C=O)C.[Pd]. The product is [NH2:8][C:5]1[CH:6]=[CH:7][C:2]([CH3:1])=[C:3]([CH2:11][CH2:12][C:13]2[CH:14]=[C:15]3[CH:21]=[C:20]([C:22](=[O:24])[CH3:23])[NH:19][C:16]3=[N:17][CH:18]=2)[CH:4]=1. The yield is 0.380. (9) The reactants are [Br:1][C:2]1[CH:3]=[C:4]2[CH:10]=[N:9][NH:8][C:5]2=[N:6][CH:7]=1.[I:11]N1C(=O)CCC1=O. The catalyst is ClC(Cl)C.C1COCC1. The product is [Br:1][C:2]1[CH:3]=[C:4]2[C:10]([I:11])=[N:9][NH:8][C:5]2=[N:6][CH:7]=1. The yield is 0.770.